From a dataset of Catalyst prediction with 721,799 reactions and 888 catalyst types from USPTO. Predict which catalyst facilitates the given reaction. (1) Reactant: [CH3:1][N:2]1[CH:6]=[C:5]([C:7]2[N:12]=[CH:11][C:10]3[CH:13]=[N:14][N:15]([C:16]4[N:21]=[C:20]([N:22]5[CH2:25][C:24](=[O:26])[CH2:23]5)[CH:19]=[CH:18][CH:17]=4)[C:9]=3[CH:8]=2)[CH:4]=[N:3]1.[N+:27]([CH3:30])([O-:29])=[O:28].C(N(CC)CC)C. Product: [CH3:1][N:2]1[CH:6]=[C:5]([C:7]2[N:12]=[CH:11][C:10]3[CH:13]=[N:14][N:15]([C:16]4[N:21]=[C:20]([N:22]5[CH2:25][C:24]([CH2:30][N+:27]([O-:29])=[O:28])([OH:26])[CH2:23]5)[CH:19]=[CH:18][CH:17]=4)[C:9]=3[CH:8]=2)[CH:4]=[N:3]1. The catalyst class is: 2. (2) Reactant: [O:1]=[S:2]1(=[O:34])[CH2:7][CH2:6][N:5]([CH2:8][CH2:9][NH:10][C:11]([C:13]2[CH:14]=[CH:15][C:16]([C:22]#[C:23][CH2:24][CH2:25][NH:26][C:27](=[O:33])[O:28][C:29]([CH3:32])([CH3:31])[CH3:30])=[N:17][C:18]=2[NH:19][CH2:20][CH3:21])=[O:12])[CH2:4][CH2:3]1. Product: [O:34]=[S:2]1(=[O:1])[CH2:3][CH2:4][N:5]([CH2:8][CH2:9][NH:10][C:11]([C:13]2[CH:14]=[CH:15][C:16]([CH2:22][CH2:23][CH2:24][CH2:25][NH:26][C:27](=[O:33])[O:28][C:29]([CH3:31])([CH3:30])[CH3:32])=[N:17][C:18]=2[NH:19][CH2:20][CH3:21])=[O:12])[CH2:6][CH2:7]1. The catalyst class is: 29. (3) Reactant: C1COCC1.[S:6]1[CH:10]=[CH:9][CH:8]=[C:7]1[Mg]Br.Br[C:14]1[CH:19]=[CH:18][CH:17]=[CH:16][N:15]=1.[Cl-].C(C1C=CC=C(C(C)C)C=1[NH+]1CCN(C2C(C(C)C)=CC=CC=2C(C)C)C1)(C)C. Product: [S:6]1[CH:10]=[CH:9][CH:8]=[C:7]1[C:18]1[CH:17]=[CH:16][N:15]=[CH:14][CH:19]=1. The catalyst class is: 195. (4) Reactant: [CH:1]([N:4]1[C:8]([C:9]2[CH:10]=[C:11]([NH2:17])[CH:12]=[CH:13][C:14]=2[O:15][CH3:16])=[CH:7][CH:6]=[N:5]1)([CH3:3])[CH3:2].[Cl:18][C:19]1[CH:24]=[C:23]([C:25]([F:28])([F:27])[F:26])[CH:22]=[CH:21][C:20]=1[N:29]=[C:30]=[O:31]. Product: [Cl:18][C:19]1[CH:24]=[C:23]([C:25]([F:28])([F:27])[F:26])[CH:22]=[CH:21][C:20]=1[NH:29][C:30]([NH:17][C:11]1[CH:12]=[CH:13][C:14]([O:15][CH3:16])=[C:9]([C:8]2[N:4]([CH:1]([CH3:3])[CH3:2])[N:5]=[CH:6][CH:7]=2)[CH:10]=1)=[O:31]. The catalyst class is: 2. (5) Reactant: [CH:1]([O:4][C:5]1[CH:30]=[CH:29][C:8]([CH2:9][O:10][C:11]2[CH:19]=[CH:18][C:17]3[N:16]4[CH2:20][CH2:21][C@H:22]([CH2:23][C:24]([O:26][CH2:27][CH3:28])=[O:25])[C:15]4=[CH:14][C:13]=3[CH:12]=2)=[CH:7][C:6]=1[C:31]([F:34])([F:33])[F:32])([CH3:3])[CH3:2].C1C(=O)N([Cl:42])C(=O)C1. Product: [Cl:42][C:14]1[C:13]2[CH:12]=[C:11]([O:10][CH2:9][C:8]3[CH:29]=[CH:30][C:5]([O:4][CH:1]([CH3:2])[CH3:3])=[C:6]([C:31]([F:34])([F:32])[F:33])[CH:7]=3)[CH:19]=[CH:18][C:17]=2[N:16]2[CH2:20][CH2:21][C@H:22]([CH2:23][C:24]([O:26][CH2:27][CH3:28])=[O:25])[C:15]=12. The catalyst class is: 2. (6) Reactant: [C:1]([O:5][C:6](=[O:23])[NH:7][C:8]1[CH:13]=[CH:12][C:11]([C:14]#[C:15][Si](C)(C)C)=[CH:10][C:9]=1[N+:20]([O-:22])=[O:21])([CH3:4])([CH3:3])[CH3:2].[OH-].[Na+].C(O)(=O)CC(CC(O)=O)(C(O)=O)O. Product: [C:1]([O:5][C:6](=[O:23])[NH:7][C:8]1[CH:13]=[CH:12][C:11]([C:14]#[CH:15])=[CH:10][C:9]=1[N+:20]([O-:22])=[O:21])([CH3:4])([CH3:2])[CH3:3]. The catalyst class is: 92. (7) Reactant: S(Cl)([Cl:4])(=O)=O.[CH3:6][N:7]([CH3:37])[CH2:8][CH2:9][O:10][C:11]1[CH:16]=[CH:15][C:14]([C@H:17]2[CH2:34][C@@:32]3([CH3:33])[C@@H:28]([CH2:29][CH2:30][C:31]3=[O:35])[C@H:27]3[C:18]2=[C:19]2[C:24]([CH2:25][CH2:26]3)=[CH:23][C:22](=[O:36])[CH2:21][CH2:20]2)=[CH:13][CH:12]=1.C(=O)(O)[O-].[Na+]. Product: [Cl:4][C:23]1[C:22](=[O:36])[CH2:21][CH2:20][C:19]2[C:24]=1[CH2:25][CH2:26][C@@H:27]1[C:18]=2[C@@H:17]([C:14]2[CH:13]=[CH:12][C:11]([O:10][CH2:9][CH2:8][N:7]([CH3:6])[CH3:37])=[CH:16][CH:15]=2)[CH2:34][C@@:32]2([CH3:33])[C@H:28]1[CH2:29][CH2:30][C:31]2=[O:35]. The catalyst class is: 272. (8) Reactant: [Cl:1][C:2]1[C:21]([Cl:22])=[CH:20][C:5]2[N:6]([C:11]3[CH:16]=[CH:15][C:14]([CH2:17][CH2:18]O)=[CH:13][CH:12]=3)[C:7]([CH2:9][CH3:10])=[N:8][C:4]=2[CH:3]=1.[C:23]([O:27][C:28]([NH:30][O:31][C:32]([O:34][C:35]([CH3:38])([CH3:37])[CH3:36])=[O:33])=[O:29])([CH3:26])([CH3:25])[CH3:24].C1(P(C2C=CC=CC=2)C2C=CC=CC=2)C=CC=CC=1.N(C(OCC)=O)=NC(OCC)=O. Product: [C:23]([O:27][C:28]([N:30]([O:31][C:32]([O:34][C:35]([CH3:38])([CH3:37])[CH3:36])=[O:33])[CH2:18][CH2:17][C:14]1[CH:13]=[CH:12][C:11]([N:6]2[C:5]3[CH:20]=[C:21]([Cl:22])[C:2]([Cl:1])=[CH:3][C:4]=3[N:8]=[C:7]2[CH2:9][CH3:10])=[CH:16][CH:15]=1)=[O:29])([CH3:26])([CH3:25])[CH3:24]. The catalyst class is: 1. (9) Reactant: [F:1][C:2]1[CH:3]=[C:4]([CH:20]=[C:21]([CH3:23])[CH:22]=1)[C:5]([C@@H:7]1[CH2:12][CH2:11][CH2:10][N:9]([C:13]([O:15][C:16]([CH3:19])([CH3:18])[CH3:17])=[O:14])[CH2:8]1)=[O:6].[BH4-].[Na+]. Product: [F:1][C:2]1[CH:3]=[C:4]([C@H:5]([OH:6])[C@@H:7]2[CH2:12][CH2:11][CH2:10][N:9]([C:13]([O:15][C:16]([CH3:18])([CH3:17])[CH3:19])=[O:14])[CH2:8]2)[CH:20]=[C:21]([CH3:23])[CH:22]=1. The catalyst class is: 5.